From a dataset of Catalyst prediction with 721,799 reactions and 888 catalyst types from USPTO. Predict which catalyst facilitates the given reaction. (1) Reactant: Br[C:2]1[C:10]2[C:5](=[N:6][C:7]([CH3:12])=[CH:8][C:9]=2[CH3:11])[S:4][C:3]=1[C:13]#[N:14].[NH2:15][NH2:16]. Product: [CH3:12][C:7]1[N:6]=[C:5]2[S:4][C:3]3[C:13]([NH2:14])=[N:16][NH:15][C:2]=3[C:10]2=[C:9]([CH3:11])[CH:8]=1. The catalyst class is: 16. (2) Reactant: [F:1][C:2]1[CH:3]=[C:4]([CH:9]2[CH2:14][CH2:13][N:12]([C:15]([O:17][CH2:18][C:19]3[CH:24]=[CH:23][CH:22]=[CH:21][CH:20]=3)=[O:16])[CH2:11][CH:10]2[OH:25])[CH:5]=[CH:6][C:7]=1[OH:8].[C:26](=O)([O-])[O-].[K+].[K+].S(OC)(OC)(=O)=O. Product: [F:1][C:2]1[CH:3]=[C:4]([CH:9]2[CH2:14][CH2:13][N:12]([C:15]([O:17][CH2:18][C:19]3[CH:24]=[CH:23][CH:22]=[CH:21][CH:20]=3)=[O:16])[CH2:11][CH:10]2[OH:25])[CH:5]=[CH:6][C:7]=1[O:8][CH3:26]. The catalyst class is: 21. (3) Reactant: NC[C:3]1[CH:4]=[N:5][CH:6]=[CH:7][CH:8]=1.C([N:11](CC)CC)C.[CH2:16]([O:23][C:24]1[CH:40]=[CH:39][CH:38]=[CH:37][C:25]=1[CH2:26][S:27][C:28]1[CH:36]=[CH:35][C:31]([C:32](Cl)=[O:33])=[CH:30][CH:29]=1)[C:17]1[CH:22]=[CH:21][CH:20]=[CH:19][CH:18]=1. Product: [N:5]1[CH:6]=[CH:7][CH:8]=[C:3]([NH:11][C:32](=[O:33])[C:31]2[CH:35]=[CH:36][C:28]([S:27][CH2:26][C:25]3[CH:37]=[CH:38][CH:39]=[CH:40][C:24]=3[O:23][CH2:16][C:17]3[CH:22]=[CH:21][CH:20]=[CH:19][CH:18]=3)=[CH:29][CH:30]=2)[CH:4]=1. The catalyst class is: 4. (4) Reactant: C[O-].[Na+].Cl.[NH2:5][OH:6].[Cl:7][C:8]1[C:13]([C:14]#[N:15])=[CH:12][CH:11]=[CH:10][N:9]=1. Product: [Cl:7][C:8]1[C:13]([C:14](=[N:5][OH:6])[NH2:15])=[CH:12][CH:11]=[CH:10][N:9]=1. The catalyst class is: 5. (5) Reactant: [NH:1](C(OC(C)(C)C)=O)[C@H:2]([C:5]([OH:7])=[O:6])[CH2:3][NH2:4].[CH3:15][N:16]1[CH2:21][CH2:20][N:19]([CH2:22][CH2:23][NH2:24])[CH2:18][CH2:17]1.[C:25]([OH:31])([C:27]([F:30])([F:29])[F:28])=[O:26]. Product: [NH2:1][C@H:2]([C:5]([OH:7])=[O:6])[CH2:3][NH2:4].[OH:31][C:25]([C:27]([F:30])([F:29])[F:28])=[O:26].[CH3:15][N:16]1[CH2:21][CH2:20][N:19]([CH2:22][CH2:23][NH2:24])[CH2:18][CH2:17]1. The catalyst class is: 2. (6) The catalyst class is: 45. Reactant: [C:1]1([C:7]2[N:12]=[C:11]([NH:13][C:14]3[N:19]=[CH:18][C:17]4[N:20]=[CH:21][N:22]([CH:23]([CH3:25])[CH3:24])[C:16]=4[CH:15]=3)[CH:10]=[CH:9][N:8]=2)[CH2:6][CH2:5][CH2:4][CH2:3][CH:2]=1. Product: [CH:1]1([C:7]2[N:12]=[C:11]([NH:13][C:14]3[N:19]=[CH:18][C:17]4[N:20]=[CH:21][N:22]([CH:23]([CH3:25])[CH3:24])[C:16]=4[CH:15]=3)[CH:10]=[CH:9][N:8]=2)[CH2:2][CH2:3][CH2:4][CH2:5][CH2:6]1.